Dataset: Catalyst prediction with 721,799 reactions and 888 catalyst types from USPTO. Task: Predict which catalyst facilitates the given reaction. (1) Reactant: [N:1]1[NH:2][C:3](NC)=[CH:4][CH:5]=1.[C:8]([N:16]=[C:17]=[S:18])(=O)C1C=CC=CC=1.[NH3:19]. Product: [NH:1]1[CH:5]=[CH:4][C:3]([CH2:8][NH:16][C:17]([NH2:19])=[S:18])=[N:2]1. The catalyst class is: 5. (2) Reactant: [F:1][C:2]1[CH:3]=[C:4]([CH:6]=[CH:7][C:8]=1[F:9])[NH2:5].C(N(CC)CC)C.[C:17](OC(=O)C)(=[O:19])[CH3:18]. Product: [F:1][C:2]1[CH:3]=[C:4]([NH:5][C:17](=[O:19])[CH3:18])[CH:6]=[CH:7][C:8]=1[F:9]. The catalyst class is: 4. (3) Product: [C:1]([O:5][C:6](=[O:34])[CH2:7][N:8]1[C:16]2[C:11](=[CH:12][CH:13]=[C:14]([C:17]([O:19][CH3:20])=[O:18])[CH:15]=2)[C:10]([CH:21]2[CH2:26][CH2:25][CH2:24][CH2:23][CH2:22]2)=[C:9]1[C:27]1[CH:31]=[CH:30][S:29][C:28]=1[CH2:32][NH:39][CH2:38][CH2:37][N:36]([CH3:40])[CH3:35])([CH3:4])([CH3:3])[CH3:2]. The catalyst class is: 49. Reactant: [C:1]([O:5][C:6](=[O:34])[CH2:7][N:8]1[C:16]2[C:11](=[CH:12][CH:13]=[C:14]([C:17]([O:19][CH3:20])=[O:18])[CH:15]=2)[C:10]([CH:21]2[CH2:26][CH2:25][CH2:24][CH2:23][CH2:22]2)=[C:9]1[C:27]1[CH:31]=[CH:30][S:29][C:28]=1[CH:32]=O)([CH3:4])([CH3:3])[CH3:2].[CH3:35][N:36]([CH3:40])[CH2:37][CH2:38][NH2:39].CC(O)=O.[BH3-]C#N.[Na+].